This data is from Full USPTO retrosynthesis dataset with 1.9M reactions from patents (1976-2016). The task is: Predict the reactants needed to synthesize the given product. Given the product [CH:1]1([CH2:4][O:5][C:6]2[C:7]([C:16]3[C:25]4[C:20](=[CH:21][CH:22]=[CH:23][CH:24]=4)[C:19](=[O:26])[N:18]([CH3:27])[CH:17]=3)=[N:8][C:9]([N:30]3[CH2:31][CH2:32][CH2:33][S:29]3(=[O:34])=[O:28])=[N:10][CH:11]=2)[CH2:2][CH2:3]1, predict the reactants needed to synthesize it. The reactants are: [CH:1]1([CH2:4][O:5][C:6]2[C:7]([C:16]3[C:25]4[C:20](=[CH:21][CH:22]=[CH:23][CH:24]=4)[C:19](=[O:26])[N:18]([CH3:27])[CH:17]=3)=[N:8][C:9](S(C)(=O)=O)=[N:10][CH:11]=2)[CH2:3][CH2:2]1.[O:28]=[S:29]1(=[O:34])[CH2:33][CH2:32][CH2:31][NH:30]1.